This data is from Full USPTO retrosynthesis dataset with 1.9M reactions from patents (1976-2016). The task is: Predict the reactants needed to synthesize the given product. Given the product [Br:1][C:2]1[CH:3]=[C:4]2[CH2:12][N:22]([CH2:21][C:20]3[CH:23]=[CH:24][C:17]([O:16][C:15]([F:14])([F:25])[F:26])=[CH:18][CH:19]=3)[C:8](=[O:10])[C:5]2=[N:6][CH:7]=1, predict the reactants needed to synthesize it. The reactants are: [Br:1][C:2]1[CH:3]=[C:4]([CH2:12]Br)[C:5]([C:8]([O:10]C)=O)=[N:6][CH:7]=1.[F:14][C:15]([F:26])([F:25])[O:16][C:17]1[CH:24]=[CH:23][C:20]([CH2:21][NH2:22])=[CH:19][CH:18]=1.C(=O)([O-])[O-].[K+].[K+].